Dataset: Forward reaction prediction with 1.9M reactions from USPTO patents (1976-2016). Task: Predict the product of the given reaction. Given the reactants [C:1]([OH:6])(=O)[CH:2]([CH3:4])[CH3:3].O=C1N(P(Cl)(N2CCOC2=O)=O)CCO1.C(N(CC)CC)C.[Br:29][C:30]1[C:31]([F:40])=[C:32]2[C:38]([NH2:39])=[CH:37][NH:36][C:33]2=[N:34][CH:35]=1.[Li+].[OH-].C([O-])([O-])=O.[Na+].[Na+], predict the reaction product. The product is: [Br:29][C:30]1[C:31]([F:40])=[C:32]2[C:38]([NH:39][C:1](=[O:6])[CH:2]([CH3:4])[CH3:3])=[CH:37][NH:36][C:33]2=[N:34][CH:35]=1.